Dataset: NCI-60 drug combinations with 297,098 pairs across 59 cell lines. Task: Regression. Given two drug SMILES strings and cell line genomic features, predict the synergy score measuring deviation from expected non-interaction effect. (1) Drug 1: CC1=C(C=C(C=C1)C(=O)NC2=CC(=CC(=C2)C(F)(F)F)N3C=C(N=C3)C)NC4=NC=CC(=N4)C5=CN=CC=C5. Drug 2: C1=CC=C(C(=C1)C(C2=CC=C(C=C2)Cl)C(Cl)Cl)Cl. Cell line: OVCAR3. Synergy scores: CSS=-2.62, Synergy_ZIP=2.96, Synergy_Bliss=3.21, Synergy_Loewe=-3.76, Synergy_HSA=-4.50. (2) Synergy scores: CSS=36.1, Synergy_ZIP=-8.74, Synergy_Bliss=-11.5, Synergy_Loewe=-18.8, Synergy_HSA=-9.10. Cell line: HT29. Drug 1: CCN(CC)CCCC(C)NC1=C2C=C(C=CC2=NC3=C1C=CC(=C3)Cl)OC. Drug 2: CC1C(C(CC(O1)OC2CC(CC3=C2C(=C4C(=C3O)C(=O)C5=CC=CC=C5C4=O)O)(C(=O)C)O)N)O. (3) Drug 1: CCCS(=O)(=O)NC1=C(C(=C(C=C1)F)C(=O)C2=CNC3=C2C=C(C=N3)C4=CC=C(C=C4)Cl)F. Drug 2: C1CC(=O)NC(=O)C1N2CC3=C(C2=O)C=CC=C3N. Cell line: EKVX. Synergy scores: CSS=0.547, Synergy_ZIP=-0.530, Synergy_Bliss=-3.04, Synergy_Loewe=-3.92, Synergy_HSA=-4.99. (4) Drug 2: CC1C(C(CC(O1)OC2CC(CC3=C2C(=C4C(=C3O)C(=O)C5=C(C4=O)C(=CC=C5)OC)O)(C(=O)CO)O)N)O.Cl. Synergy scores: CSS=74.3, Synergy_ZIP=-5.69, Synergy_Bliss=-8.44, Synergy_Loewe=-2.90, Synergy_HSA=-1.91. Drug 1: C1=C(C(=O)NC(=O)N1)F. Cell line: A498.